This data is from Full USPTO retrosynthesis dataset with 1.9M reactions from patents (1976-2016). The task is: Predict the reactants needed to synthesize the given product. (1) Given the product [Cl:1][C:2]1[CH:28]=[CH:27][C:5]([CH2:6][N:7]2[C:15]3[C:10](=[CH:11][C:12]([CH:16]=[C:17]4[S:21][C:20]([N:33]5[CH2:37][CH2:36][CH:35]([CH2:38][C:39]([OH:41])=[O:40])[CH2:34]5)=[N:19][C:18]4=[O:26])=[CH:13][CH:14]=3)[CH:9]=[N:8]2)=[C:4]([C:29]([F:30])([F:32])[F:31])[CH:3]=1, predict the reactants needed to synthesize it. The reactants are: [Cl:1][C:2]1[CH:28]=[CH:27][C:5]([CH2:6][N:7]2[C:15]3[C:10](=[CH:11][C:12]([CH:16]=[C:17]4[S:21][C:20](SCCC)=[N:19][C:18]4=[O:26])=[CH:13][CH:14]=3)[CH:9]=[N:8]2)=[C:4]([C:29]([F:32])([F:31])[F:30])[CH:3]=1.[NH:33]1[CH2:37][CH2:36][CH:35]([CH2:38][C:39]([OH:41])=[O:40])[CH2:34]1. (2) Given the product [F:39][C:40]([F:51])([F:50])[CH2:41][N:22]([C@H:19]1[CH2:18][CH2:17][C@H:16]([C:3]([OH:8])([C:2]([F:1])([F:33])[F:32])[C:4]([F:7])([F:5])[F:6])[CH2:21][CH2:20]1)[S:23]([C:26]1[CH:27]=[CH:28][CH:29]=[CH:30][CH:31]=1)(=[O:24])=[O:25], predict the reactants needed to synthesize it. The reactants are: [F:1][C:2]([F:33])([F:32])[C:3]([C@H:16]1[CH2:21][CH2:20][C@H:19]([NH:22][S:23]([C:26]2[CH:31]=[CH:30][CH:29]=[CH:28][CH:27]=2)(=[O:25])=[O:24])[CH2:18][CH2:17]1)([O:8][Si](CC)(CC)CC)[C:4]([F:7])([F:6])[F:5].[Li]CCCC.[F:39][C:40]([F:51])([F:50])[CH2:41]OS(C(F)(F)F)(=O)=O. (3) Given the product [CH3:1][CH:2]1[NH:3][CH2:4][CH2:5][N:6]([C:9]2[CH:16]=[CH:15][C:12]([C:13]#[N:14])=[CH:11][N:10]=2)[CH2:7]1, predict the reactants needed to synthesize it. The reactants are: [CH3:1][CH:2]1[CH2:7][NH:6][CH2:5][CH2:4][NH:3]1.Cl[C:9]1[CH:16]=[CH:15][C:12]([C:13]#[N:14])=[CH:11][N:10]=1. (4) Given the product [ClH:2].[Cl:2][C:3]1[CH:4]=[CH:5][C:6]([CH:7]=[C:8]2[CH2:9][CH2:10][NH:11][CH2:12][CH2:13]2)=[CH:21][CH:22]=1, predict the reactants needed to synthesize it. The reactants are: Cl.[Cl:2][C:3]1[CH:22]=[CH:21][C:6]([CH:7]=[C:8]2[CH2:13][CH2:12][N:11](C(OC(C)(C)C)=O)[CH2:10][CH2:9]2)=[CH:5][CH:4]=1. (5) Given the product [Cl:10][C:11]1[C:16]([F:17])=[C:15]([CH2:18][N:7]2[CH2:8][CH2:9][N:4]([C:1](=[O:3])[CH3:2])[CH2:5][CH2:6]2)[CH:14]=[CH:13][N:12]=1, predict the reactants needed to synthesize it. The reactants are: [C:1]([N:4]1[CH2:9][CH2:8][NH:7][CH2:6][CH2:5]1)(=[O:3])[CH3:2].[Cl:10][C:11]1[C:16]([F:17])=[C:15]([CH:18]=O)[CH:14]=[CH:13][N:12]=1.[BH-](OC(C)=O)(OC(C)=O)OC(C)=O.[Na+].CC(O)=O. (6) The reactants are: [CH2:1]([N:5]1[C:10]2[CH:11]=[C:12]([C:16]([O:18][CH3:19])=[O:17])[CH:13]=[C:14]([I:15])[C:9]=2[O:8][CH2:7][C:6]1=O)[CH2:2][CH2:3][CH3:4].B1C2CCCC1CCC2.C(CN)O. Given the product [CH2:1]([N:5]1[C:10]2[CH:11]=[C:12]([C:16]([O:18][CH3:19])=[O:17])[CH:13]=[C:14]([I:15])[C:9]=2[O:8][CH2:7][CH2:6]1)[CH2:2][CH2:3][CH3:4], predict the reactants needed to synthesize it. (7) Given the product [Cl:1][C:2]1[CH:24]=[CH:23][C:5]([CH2:6][N:7]([CH2:19][CH:20]([CH3:22])[CH3:21])[S:8]([C:11]2[CH:16]=[CH:15][C:14]([OH:17])=[CH:13][CH:12]=2)(=[O:9])=[O:10])=[CH:4][CH:3]=1, predict the reactants needed to synthesize it. The reactants are: [Cl:1][C:2]1[CH:24]=[CH:23][C:5]([CH2:6][N:7]([CH2:19][CH:20]([CH3:22])[CH3:21])[S:8]([C:11]2[CH:16]=[CH:15][C:14]([O:17]C)=[CH:13][CH:12]=2)(=[O:10])=[O:9])=[CH:4][CH:3]=1.B(Cl)(Cl)Cl.O.C([O-])(O)=O.[Na+]. (8) Given the product [OH:7][CH2:8][CH2:9][C:10]1[CH:11]=[CH:12][C:13]([N:16]2[CH:20]=[CH:19][C:18]([CH:21]([C:23]3[CH:32]=[CH:31][C:26]4[NH:27][C:28](=[O:30])[S:29][C:25]=4[CH:24]=3)[CH3:22])=[N:17]2)=[N:14][CH:15]=1, predict the reactants needed to synthesize it. The reactants are: O1CCCCC1[O:7][CH2:8][CH2:9][C:10]1[CH:11]=[CH:12][C:13]([N:16]2[CH:20]=[CH:19][C:18]([CH:21]([C:23]3[CH:32]=[CH:31][C:26]4[NH:27][C:28](=[O:30])[S:29][C:25]=4[CH:24]=3)[CH3:22])=[N:17]2)=[N:14][CH:15]=1.FC(F)(F)C(O)=O.